This data is from Reaction yield outcomes from USPTO patents with 853,638 reactions. The task is: Predict the reaction yield, written as a fraction of the theoretical maximum amount of product (1.0 means a 100% yield; for example, 0.34 means a 34% yield). (1) The reactants are [NH2:1][C:2]1[C:7]([C:8]2[O:12][N:11]=[C:10]([CH2:13][C:14]3[CH:19]=[CH:18][C:17]([OH:20])=[CH:16][CH:15]=3)[CH:9]=2)=[CH:6][CH:5]=[C:4]([NH2:21])[N:3]=1.[C:22]([C:24]1[CH:25]=[C:26]([CH2:30]O)[CH:27]=[CH:28][CH:29]=1)#[CH:23].C1(P(C2C=CC=CC=2)C2C=CC=CC=2)C=CC=CC=1.N(C(OCC)=O)=NC(OCC)=O. The catalyst is O1CCCC1. The product is [C:22]([C:24]1[CH:25]=[C:26]([CH:27]=[CH:28][CH:29]=1)[CH2:30][O:20][C:17]1[CH:18]=[CH:19][C:14]([CH2:13][C:10]2[CH:9]=[C:8]([C:7]3[C:2]([NH2:1])=[N:3][C:4]([NH2:21])=[CH:5][CH:6]=3)[O:12][N:11]=2)=[CH:15][CH:16]=1)#[CH:23]. The yield is 0.510. (2) The reactants are [N:1]1([CH2:7][C:8]2[CH:13]=[CH:12][C:11]([N:14]3[CH2:19][CH2:18][N:17]([C:20]4[CH:28]=[CH:27][C:23]([C:24]([OH:26])=O)=[CH:22][CH:21]=4)[CH2:16][CH2:15]3)=[CH:10][CH:9]=2)[CH2:6][CH2:5][O:4][CH2:3][CH2:2]1.CN(C(ON1N=NC2C=CC=NC1=2)=[N+](C)C)C.F[P-](F)(F)(F)(F)F.CCN(C(C)C)C(C)C.[NH2:62][C@H:63]([C:67]([O:69][CH3:70])=[O:68])[C@@H:64]([CH3:66])[OH:65].Cl. The catalyst is CN(C=O)C.CCOC(C)=O. The product is [CH3:70][O:69][C:67](=[O:68])[C@@H:63]([NH:62][C:24](=[O:26])[C:23]1[CH:22]=[CH:21][C:20]([N:17]2[CH2:16][CH2:15][N:14]([C:11]3[CH:10]=[CH:9][C:8]([CH2:7][N:1]4[CH2:2][CH2:3][O:4][CH2:5][CH2:6]4)=[CH:13][CH:12]=3)[CH2:19][CH2:18]2)=[CH:28][CH:27]=1)[C@H:64]([OH:65])[CH3:66]. The yield is 0.990. (3) The reactants are I.[F:2][C:3]1[CH:4]=[C:5]([NH:15][C:16](SC)=[NH:17])[CH:6]=[CH:7][C:8]=1[N:9]1[C:13]([CH3:14])=[N:12][CH:11]=[N:10]1.[Cl:20][CH2:21][CH2:22][CH2:23][CH2:24][CH:25]([C:29]1[CH:34]=[CH:33][C:32]([F:35])=[CH:31][CH:30]=1)[C:26](O)=O.[NH2:36][NH2:37]. No catalyst specified. The product is [Cl:20][CH2:21][CH2:22][CH2:23][CH2:24][CH:25]([C:26]1[NH:37][N:36]=[C:16]([NH:15][C:5]2[CH:6]=[CH:7][C:8]([N:9]3[C:13]([CH3:14])=[N:12][CH:11]=[N:10]3)=[C:3]([F:2])[CH:4]=2)[N:17]=1)[C:29]1[CH:30]=[CH:31][C:32]([F:35])=[CH:33][CH:34]=1. The yield is 0.180. (4) The reactants are [Cl:1][C:2]1[CH:3]=[CH:4][C:5]([CH:24]=[O:25])=[C:6]2[C:10]=1[N:9]=[C:8]1[N:11]([C:15]3[C:16]([CH3:23])=[N:17][C:18]([O:21][CH3:22])=[CH:19][CH:20]=3)[CH2:12][CH2:13][CH2:14][N:7]21.[CH:26]1([Mg]Br)[CH2:28][CH2:27]1. The catalyst is O1CCCC1. The product is [Cl:1][C:2]1[C:10]2[N:9]=[C:8]3[N:11]([C:15]4[C:16]([CH3:23])=[N:17][C:18]([O:21][CH3:22])=[CH:19][CH:20]=4)[CH2:12][CH2:13][CH2:14][N:7]3[C:6]=2[C:5]([CH:24]([CH:26]2[CH2:28][CH2:27]2)[OH:25])=[CH:4][CH:3]=1. The yield is 0.970.